This data is from Forward reaction prediction with 1.9M reactions from USPTO patents (1976-2016). The task is: Predict the product of the given reaction. (1) Given the reactants [CH2:1]([CH:3]([O:6][C:7]1[CH:12]=[C:11]([CH3:13])[N:10]=[C:9]([NH:14][C:15]2[C:20]([CH3:21])=[CH:19][C:18]([CH3:22])=[CH:17][C:16]=2[CH3:23])[C:8]=1[NH2:24])[CH2:4][CH3:5])[CH3:2].[N:25](OCCCC)=O, predict the reaction product. The product is: [CH2:1]([CH:3]([O:6][C:7]1[CH:12]=[C:11]([CH3:13])[N:10]=[C:9]2[N:14]([C:15]3[C:20]([CH3:21])=[CH:19][C:18]([CH3:22])=[CH:17][C:16]=3[CH3:23])[N:25]=[N:24][C:8]=12)[CH2:4][CH3:5])[CH3:2]. (2) Given the reactants [C:1]([C:4]1[CH:9]=[CH:8][C:7]([C:10]2[N:15]=[C:14]([C:16]3[NH:25][C:24](=[O:26])[C:23]4[C:18](=[CH:19][C:20]([O:29][CH3:30])=[CH:21][C:22]=4[O:27][CH3:28])[N:17]=3)[CH:13]=[CH:12][C:11]=2[O:31][CH2:32][CH2:33][OH:34])=[CH:6][CH:5]=1)(=[O:3])[CH3:2].[ClH:35].C(OCC)C, predict the reaction product. The product is: [ClH:35].[C:1]([C:4]1[CH:5]=[CH:6][C:7]([C:10]2[N:15]=[C:14]([C:16]3[NH:25][C:24](=[O:26])[C:23]4[C:18](=[CH:19][C:20]([O:29][CH3:30])=[CH:21][C:22]=4[O:27][CH3:28])[N:17]=3)[CH:13]=[CH:12][C:11]=2[O:31][CH2:32][CH2:33][OH:34])=[CH:8][CH:9]=1)(=[O:3])[CH3:2]. (3) Given the reactants [Cl:1][C:2]1[CH:3]=[CH:4][C:5]([NH:8][CH3:9])=[N:6][CH:7]=1.Cl[C:11](=[O:16])[C:12]([O:14][CH3:15])=[O:13], predict the reaction product. The product is: [CH3:15][O:14][C:12](=[O:13])[C:11]([N:8]([C:5]1[CH:4]=[CH:3][C:2]([Cl:1])=[CH:7][N:6]=1)[CH3:9])=[O:16]. (4) Given the reactants Br[C:2]1[CH:3]=[CH:4][C:5]2[NH:11][C:10](=[O:12])[CH2:9][O:8][C:7]([CH3:14])([CH3:13])[C:6]=2[CH:15]=1.Br[C:17]1[C:18]([F:25])=[C:19]([CH:22]=[CH:23][CH:24]=1)[C:20]#[N:21], predict the reaction product. The product is: [CH3:13][C:7]1([CH3:14])[C:6]2[CH:15]=[C:2]([C:24]3[CH:23]=[CH:22][C:19]([C:20]#[N:21])=[C:18]([F:25])[CH:17]=3)[CH:3]=[CH:4][C:5]=2[NH:11][C:10](=[O:12])[CH2:9][O:8]1.